From a dataset of Full USPTO retrosynthesis dataset with 1.9M reactions from patents (1976-2016). Predict the reactants needed to synthesize the given product. (1) The reactants are: [Cl:1][C:2]1[CH:10]=[C:9]2[C:5]([CH2:6][C:7](=[O:11])[NH:8]2)=[CH:4][CH:3]=1.[CH2:12]([O:14][C:15](=[O:33])[C:16]([O:23][C:24]1[CH:29]=[CH:28][C:27]([Cl:30])=[CH:26][C:25]=1[CH:31]=O)([CH2:20][CH2:21][CH3:22])[CH2:17][CH2:18][CH3:19])[CH3:13].N1CCCC1. Given the product [CH2:12]([O:14][C:15](=[O:33])[C:16]([O:23][C:24]1[CH:29]=[CH:28][C:27]([Cl:30])=[CH:26][C:25]=1/[CH:31]=[C:6]1\[C:7](=[O:11])[NH:8][C:9]2[C:5]\1=[CH:4][CH:3]=[C:2]([Cl:1])[CH:10]=2)([CH2:20][CH2:21][CH3:22])[CH2:17][CH2:18][CH3:19])[CH3:13], predict the reactants needed to synthesize it. (2) Given the product [C:18]([O:17][C:15]([N:9]1[CH2:14][CH2:13][N:12]([C:2]2[CH:8]=[CH:7][C:5]([NH2:6])=[CH:4][CH:3]=2)[CH2:11][CH2:10]1)=[O:16])([CH3:21])([CH3:19])[CH3:20], predict the reactants needed to synthesize it. The reactants are: I[C:2]1[CH:8]=[CH:7][C:5]([NH2:6])=[CH:4][CH:3]=1.[N:9]1([C:15]([O:17][C:18]([CH3:21])([CH3:20])[CH3:19])=[O:16])[CH2:14][CH2:13][NH:12][CH2:11][CH2:10]1.CC(OC[C@H]([C@H](O)C[C@@H](OC(C)=O)C(O)(C)C)[C@@H]1[C@@]2(C)CCC3[C@@]4(C)CC[C@H](O)C(C)(C)[C@@H]4CCC=3[C@]2(C)CC1)=O. (3) Given the product [C:15]1([S:21]([N:5]2[C:6]3[C:11](=[CH:10][CH:9]=[CH:8][CH:7]=3)[C:12]([CH:13]=[O:14])=[C:4]2[Cl:3])(=[O:23])=[O:22])[CH:20]=[CH:19][CH:18]=[CH:17][CH:16]=1, predict the reactants needed to synthesize it. The reactants are: [OH-].[Na+].[Cl:3][C:4]1[NH:5][C:6]2[C:11]([C:12]=1[CH:13]=[O:14])=[CH:10][CH:9]=[CH:8][CH:7]=2.[C:15]1([S:21](Cl)(=[O:23])=[O:22])[CH:20]=[CH:19][CH:18]=[CH:17][CH:16]=1. (4) The reactants are: [OH:1][C:2]1[CH:33]=[CH:32][C:5]([C:6]([NH:8][CH2:9][CH2:10][NH:11][C:12]([C:14]2[CH:31]=[CH:30][C:17]([O:18][C@@H:19]3[CH2:24][CH2:23][C@H:22]([C:25]([O:27][CH2:28][CH3:29])=[O:26])[CH2:21][CH2:20]3)=[CH:16][CH:15]=2)=[O:13])=[O:7])=[CH:4][CH:3]=1.CN(C=O)C.C(=O)([O-])[O-].[K+].[K+].[Cl:45][C:46]1[CH:53]=[CH:52][CH:51]=[CH:50][C:47]=1[CH2:48]Br. Given the product [Cl:45][C:46]1[CH:53]=[CH:52][CH:51]=[CH:50][C:47]=1[CH2:48][O:1][C:2]1[CH:33]=[CH:32][C:5]([C:6]([NH:8][CH2:9][CH2:10][NH:11][C:12]([C:14]2[CH:15]=[CH:16][C:17]([O:18][C@@H:19]3[CH2:20][CH2:21][C@H:22]([C:25]([O:27][CH2:28][CH3:29])=[O:26])[CH2:23][CH2:24]3)=[CH:30][CH:31]=2)=[O:13])=[O:7])=[CH:4][CH:3]=1, predict the reactants needed to synthesize it.